This data is from NCI-60 drug combinations with 297,098 pairs across 59 cell lines. The task is: Regression. Given two drug SMILES strings and cell line genomic features, predict the synergy score measuring deviation from expected non-interaction effect. (1) Drug 1: CC(C)(C#N)C1=CC(=CC(=C1)CN2C=NC=N2)C(C)(C)C#N. Drug 2: C1=CC=C(C=C1)NC(=O)CCCCCCC(=O)NO. Cell line: TK-10. Synergy scores: CSS=-0.230, Synergy_ZIP=-2.63, Synergy_Bliss=-4.52, Synergy_Loewe=-14.8, Synergy_HSA=-11.2. (2) Drug 1: C1=CC(=CC=C1CCCC(=O)O)N(CCCl)CCCl. Drug 2: CC1C(C(CC(O1)OC2CC(CC3=C2C(=C4C(=C3O)C(=O)C5=CC=CC=C5C4=O)O)(C(=O)C)O)N)O. Cell line: PC-3. Synergy scores: CSS=47.4, Synergy_ZIP=-7.36, Synergy_Bliss=-4.02, Synergy_Loewe=-10.6, Synergy_HSA=-0.541. (3) Drug 1: C1=CC(=CC=C1CCCC(=O)O)N(CCCl)CCCl. Drug 2: COC1=C2C(=CC3=C1OC=C3)C=CC(=O)O2. Cell line: SW-620. Synergy scores: CSS=22.7, Synergy_ZIP=-0.241, Synergy_Bliss=-2.50, Synergy_Loewe=-5.80, Synergy_HSA=-2.48. (4) Drug 1: N.N.Cl[Pt+2]Cl. Drug 2: CC1C(C(CC(O1)OC2CC(CC3=C2C(=C4C(=C3O)C(=O)C5=CC=CC=C5C4=O)O)(C(=O)C)O)N)O. Cell line: OVCAR3. Synergy scores: CSS=32.4, Synergy_ZIP=2.32, Synergy_Bliss=2.79, Synergy_Loewe=-21.8, Synergy_HSA=0.261. (5) Drug 2: CNC(=O)C1=NC=CC(=C1)OC2=CC=C(C=C2)NC(=O)NC3=CC(=C(C=C3)Cl)C(F)(F)F. Synergy scores: CSS=38.0, Synergy_ZIP=1.85, Synergy_Bliss=3.24, Synergy_Loewe=-3.39, Synergy_HSA=4.74. Cell line: SK-MEL-5. Drug 1: C1=C(C(=O)NC(=O)N1)N(CCCl)CCCl. (6) Drug 1: C1=NC2=C(N=C(N=C2N1C3C(C(C(O3)CO)O)F)Cl)N. Drug 2: COC1=C2C(=CC3=C1OC=C3)C=CC(=O)O2. Cell line: 786-0. Synergy scores: CSS=7.40, Synergy_ZIP=-2.05, Synergy_Bliss=-0.0196, Synergy_Loewe=-14.8, Synergy_HSA=-1.98. (7) Drug 1: C1=CC(=CC=C1CC(C(=O)O)N)N(CCCl)CCCl.Cl. Drug 2: COCCOC1=C(C=C2C(=C1)C(=NC=N2)NC3=CC=CC(=C3)C#C)OCCOC.Cl. Cell line: A498. Synergy scores: CSS=19.5, Synergy_ZIP=1.47, Synergy_Bliss=5.02, Synergy_Loewe=-0.524, Synergy_HSA=3.57.